Dataset: Catalyst prediction with 721,799 reactions and 888 catalyst types from USPTO. Task: Predict which catalyst facilitates the given reaction. (1) Reactant: Cl[C:2]1[C:11]([C@@H:12]([N:14]2[C:22](=[O:23])[C:21]3[C:16](=[CH:17][CH:18]=[CH:19][CH:20]=3)[C:15]2=[O:24])[CH3:13])=[CH:10][C:9]2[C:4](=[C:5]([Cl:25])[CH:6]=[CH:7][CH:8]=2)[N:3]=1.[CH3:26][C:27]1[CH:32]=[CH:31][CH:30]=[C:29]([Sn](CCCC)(CCCC)CCCC)[N:28]=1. Product: [Cl:25][C:5]1[CH:6]=[CH:7][CH:8]=[C:9]2[C:4]=1[N:3]=[C:2]([C:29]1[CH:30]=[CH:31][CH:32]=[C:27]([CH3:26])[N:28]=1)[C:11]([C@@H:12]([N:14]1[C:15](=[O:24])[C:16]3[C:21](=[CH:20][CH:19]=[CH:18][CH:17]=3)[C:22]1=[O:23])[CH3:13])=[CH:10]2. The catalyst class is: 77. (2) Reactant: [CH3:1][S:2]([C:5]1[CH:10]=[CH:9][C:8]([C:11]2[N:16]=[CH:15][C:14]([C:17]3[O:18][C:19]([CH3:26])=[C:20]([CH2:22][C:23]([O-])=[O:24])[N:21]=3)=[CH:13][CH:12]=2)=[CH:7][CH:6]=1)(=[O:4])=[O:3].[Na+].[C:28](Cl)(=O)C(Cl)=O.CN(C)C=O.C[N:40]1[CH2:45][CH2:44]O[CH2:42][CH2:41]1. Product: [CH3:1][S:2]([C:5]1[CH:10]=[CH:9][C:8]([C:11]2[N:16]=[CH:15][C:14]([C:17]3[O:18][C:19]([CH3:26])=[C:20]([CH2:22][C:23]([N:40]4[CH2:41][CH2:42][CH2:28][C@H:45]4[CH3:44])=[O:24])[N:21]=3)=[CH:13][CH:12]=2)=[CH:7][CH:6]=1)(=[O:3])=[O:4]. The catalyst class is: 346. (3) Reactant: [NH2:1][C:2]1[CH:3]=[C:4]([CH:18]=[CH:19][C:20]=1[NH2:21])[C:5]([NH:7][C:8]1[C:17]2[C:12](=[CH:13][CH:14]=[CH:15][CH:16]=2)[CH:11]=[CH:10][N:9]=1)=[O:6].[CH3:22][O:23][C:24](=[O:37])[CH2:25][CH2:26][C:27]1[CH:32]=[C:31]([CH3:33])[C:30]([CH:34]=O)=[C:29]([CH3:36])[CH:28]=1.OOS([O-])=O.[K+].O. Product: [CH3:22][O:23][C:24](=[O:37])[CH2:25][CH2:26][C:27]1[CH:32]=[C:31]([CH3:33])[C:30]([C:34]2[NH:1][C:2]3[CH:3]=[C:4]([C:5](=[O:6])[NH:7][C:8]4[C:17]5[C:12](=[CH:13][CH:14]=[CH:15][CH:16]=5)[CH:11]=[CH:10][N:9]=4)[CH:18]=[CH:19][C:20]=3[N:21]=2)=[C:29]([CH3:36])[CH:28]=1. The catalyst class is: 3. (4) Reactant: [Cl:1][C:2]1[CH:7]=[CH:6][C:5]([C:8]2[CH:13]=[CH:12][C:11]([NH:14][C:15](=[O:26])/[CH:16]=[CH:17]/[C:18]3[CH:23]=[CH:22][C:21]([CH2:24][OH:25])=[CH:20][CH:19]=3)=[CH:10][CH:9]=2)=[CH:4][CH:3]=1.C(N(CC)CC)C.[CH3:34][S:35](Cl)(=[O:37])=[O:36]. Product: [CH3:34][S:35]([O:25][CH2:24][C:21]1[CH:20]=[CH:19][C:18](/[CH:17]=[CH:16]/[C:15](=[O:26])[NH:14][C:11]2[CH:10]=[CH:9][C:8]([C:5]3[CH:6]=[CH:7][C:2]([Cl:1])=[CH:3][CH:4]=3)=[CH:13][CH:12]=2)=[CH:23][CH:22]=1)(=[O:37])=[O:36]. The catalyst class is: 46. (5) Reactant: [Cl:1][C:2]1[C:3]([O:11][CH:12]([CH3:14])[CH3:13])=[N:4][CH:5]=[C:6]([CH:10]=1)[C:7]([NH2:9])=O.CC[N+](S(N=C(OC)[O-])(=O)=O)(CC)CC. Product: [Cl:1][C:2]1[C:3]([O:11][CH:12]([CH3:14])[CH3:13])=[N:4][CH:5]=[C:6]([CH:10]=1)[C:7]#[N:9]. The catalyst class is: 26. (6) Reactant: [C:1](OC=C)(=[O:3])[CH3:2].CCCC[Sn](Cl)(O[Sn](Cl)(CCCC)CCCC)CCCC.[C:28]([O:31][CH2:32][C:33]1[CH:34]=[CH:35][C:36]([CH2:40][C:41]2[CH:46]=[CH:45][C:44](OC)=[CH:43][CH:42]=2)=[C:37]([OH:39])[CH:38]=1)(=[O:30])[CH3:29]. Product: [C:28]([O:31][CH2:32][C:33]1[CH:34]=[CH:35][C:36]([CH2:40][C:41]2[CH:42]=[CH:43][C:44]([C:1](=[O:3])[CH3:2])=[CH:45][CH:46]=2)=[C:37]([OH:39])[CH:38]=1)(=[O:30])[CH3:29]. The catalyst class is: 7.